Predict which catalyst facilitates the given reaction. From a dataset of Catalyst prediction with 721,799 reactions and 888 catalyst types from USPTO. (1) Reactant: [CH3:1][C:2]1[N:7]=[C:6]([S:8][CH3:9])[CH:5]=[C:4]([Sn](CCCC)(CCCC)CCCC)[N:3]=1.[Cl:23][C:24]1[C:33](Cl)=[N:32][C:31]2[C:26](=[CH:27][CH:28]=[CH:29][CH:30]=2)[N:25]=1. Product: [Cl:23][C:24]1[C:33]([C:4]2[CH:5]=[C:6]([S:8][CH3:9])[N:7]=[C:2]([CH3:1])[N:3]=2)=[N:32][C:31]2[C:26](=[CH:27][CH:28]=[CH:29][CH:30]=2)[N:25]=1. The catalyst class is: 109. (2) Reactant: C([Li])CCC.Br[C:7]1[CH:12]=[CH:11][CH:10]=[C:9]([Br:13])[CH:8]=1.[CH:14](=[O:21])[C:15]1[CH:20]=[CH:19][CH:18]=[CH:17][CH:16]=1. Product: [Br:13][C:9]1[CH:8]=[C:7]([C:19]2[CH:18]=[CH:17][CH:16]=[C:15]([CH2:14][OH:21])[CH:20]=2)[CH:12]=[CH:11][CH:10]=1. The catalyst class is: 27. (3) Product: [C:10]1([C:8]2([C:16]3[CH:21]=[CH:20][CH:19]=[CH:18][CH:17]=3)[O:7][C:6]3[CH:22]=[C:2]([C:51]4[S:52][CH:53]=[CH:54][N:55]=4)[CH:3]=[C:4]([C:23]([O:25][CH3:26])=[O:24])[C:5]=3[O:9]2)[CH:15]=[CH:14][CH:13]=[CH:12][CH:11]=1. The catalyst class is: 73. Reactant: Br[C:2]1[CH:3]=[C:4]([C:23]([O:25][CH3:26])=[O:24])[C:5]2[O:9][C:8]([C:16]3[CH:21]=[CH:20][CH:19]=[CH:18][CH:17]=3)([C:10]3[CH:15]=[CH:14][CH:13]=[CH:12][CH:11]=3)[O:7][C:6]=2[CH:22]=1.B1(B2OC(C)(C)C(C)(C)O2)OC(C)(C)C(C)(C)O1.CC([O-])=O.[K+].Br[C:51]1[S:52][CH:53]=[CH:54][N:55]=1.C([O-])([O-])=O.[K+].[K+]. (4) Product: [Cl:14][C:12]1[N:11]=[C:10]([CH3:15])[N:9]=[C:8]([O:16][C:17]2[CH:26]=[C:25]([CH3:27])[C:20]3[NH:21][C:22](=[O:24])[O:23][C:19]=3[CH:18]=2)[CH:13]=1. Reactant: C(=O)([O-])[O-].[K+].[K+].Cl[C:8]1[CH:13]=[C:12]([Cl:14])[N:11]=[C:10]([CH3:15])[N:9]=1.[OH:16][C:17]1[CH:26]=[C:25]([CH3:27])[C:20]2[NH:21][C:22](=[O:24])[O:23][C:19]=2[CH:18]=1.O. The catalyst class is: 3. (5) Reactant: [CH3:1][C:2]1[CH:7]=[CH:6][CH:5]=[C:4]([CH3:8])[C:3]=1[NH:9][C:10]([NH:12][C:13]1[C:14]([C:23](O)=[O:24])=[CH:15][C:16]2[C:21]([CH:22]=1)=[CH:20][CH:19]=[CH:18][CH:17]=2)=[O:11].CN(C(ON1N=NC2C=CC=NC1=2)=[N+](C)C)C.F[P-](F)(F)(F)(F)F.CCN(C(C)C)C(C)C.Cl.[CH3:60][O:61][C:62](=[O:66])[CH2:63][CH2:64][NH2:65]. Product: [CH3:8][C:4]1[CH:5]=[CH:6][CH:7]=[C:2]([CH3:1])[C:3]=1[NH:9][C:10]([NH:12][C:13]1[C:14]([C:23]([NH:65][CH2:64][CH2:63][C:62]([O:61][CH3:60])=[O:66])=[O:24])=[CH:15][C:16]2[C:21]([CH:22]=1)=[CH:20][CH:19]=[CH:18][CH:17]=2)=[O:11]. The catalyst class is: 634.